This data is from Experimentally validated miRNA-target interactions with 360,000+ pairs, plus equal number of negative samples. The task is: Binary Classification. Given a miRNA mature sequence and a target amino acid sequence, predict their likelihood of interaction. (1) The miRNA is hsa-miR-195-5p with sequence UAGCAGCACAGAAAUAUUGGC. The protein sequence of the target gene is MAHTTKVNGSASGKAGDILSGDQDKEQKDPYFVETPYGYQLDLDFLKYVDDIQKGNTIKRLNIQKRRKPSVPCPEPRTTSGQQGIWTSTESLSSSNSDDNKQCPNFLIARSQVTSTPISKPPPPLETSLPFLTIPENRQLPPPSPQLPKHNLHVTKTLMETRRRLEQERATMQMTPGEFRRPRLASFGGMGTTSSLPSFVGSGNHNPAKHQLQNGYQGNGDYGSYAPAAPTTSSMGSSIRHSPLSSGISTPVTNVSPMHLQHIREQMAIALKRLKELEEQVRTIPVLQVKISVLQEEKRQ.... Result: 1 (interaction). (2) The miRNA is hsa-miR-1307-3p with sequence ACUCGGCGUGGCGUCGGUCGUG. The protein sequence of the target gene is MKMASSLAFLLLNFHVSLLLVQLLTPCSAQFSVLGPSGPILAMVGEDADLPCHLFPTMSAETMELKWVSSSLRQVVNVYADGKEVEDRQSAPYRGRTSILRDGITAGKAALRIHNVTASDSGKYLCYFQDGDFYEKALVELKVAALGSNLHVEVKGYEDGGIHLECRSTGWYPQPQIQWSNAKGENIPAVEAPVVADGVGLYEVAASVIMRGGSGEGVSCIIRNSLLGLEKTASISIADPFFRSAQPWIAALAGTLPILLLLLAGASYFLWRQQKEITALSSEIESEQEMKEMGYAATER.... Result: 1 (interaction). (3) The miRNA is hsa-miR-6801-5p with sequence UGGUCAGAGGCAGCAGGAAAUGA. The protein sequence of the target gene is MASNSTKSFLADAGYGEQELDANSALMELDKGLRSGKLGEQCEAVVRFPRLFQKYPFPILINSAFLKLADVFRVGNNFLRLCVLKVTQQSEKHLEKILNVDEFVKRIFSVIHSNDPVARAITLRMLGSLASIIPERKNAHHSIRQSLDSHDNVEVEAAVFAAANFSAQSKDFAVGICNKISEMIQGLATPVDLKLKLIPILQHMHHDAILASSARQLLQQLVTSYPSTKMVIVSLHTFTLLAASSLVDTPKQIQLLLQYLKNDPRKAVKRLAIQDLKLLANKTPHTWSRENIQALCECAL.... Result: 1 (interaction). (4) The miRNA is hsa-miR-4324 with sequence CCCUGAGACCCUAACCUUAA. The protein sequence of the target gene is MPEETQTQDQPMEEEEVETFAFQAEIAQLMSLIINTFYSNKEIFLRELISNSSDALDKIRYESLTDPSKLDSGKELHINLIPNKQDRTLTIVDTGIGMTKADLINNLGTIAKSGTKAFMEALQAGADISMIGQFGVGFYSAYLVAEKVTVITKHNDDEQYAWESSAGGSFTVRTDTGEPMGRGTKVILHLKEDQTEYLEERRIKEIVKKHSQFIGYPITLFVEKERDKEVSDDEAEEKEEKEEEKEKEEKESDDKPEIEDVGSDEEEEEKKDGDKKKKKKIKEKYIDQEELNKTKPIWTR.... Result: 0 (no interaction). (5) The miRNA is hsa-miR-3945 with sequence AGGGCAUAGGAGAGGGUUGAUAU. Result: 1 (interaction). The protein sequence of the target gene is MADQLYLENIDEFVTDQNKIVTYKWLSYTLGVHVNQAKQMLYDYVERKRKENSGAQLHVTYLVSGSLIQNGHSCHKVAVVREDKLEAVKSKLAVTASIHVYSIQKAMLKDSGPLFNTDYDILKSNLQNCSKFSAIQCAAAVPRAPAESSSSSKKFEQSHLHMSSETQANNELTTNGHGPPASKQVSQQPKGIMGMFASKAAAKTQETNKETKTEAKEVTNASAAGNKAPGKGNMMSNFFGKAAMNKFKVNLDSEQAVKEEKIVEQPTVSVTEPKLATPAGLKKSSKKAEPVKVLQKEKKR.... (6) The miRNA is mmu-miR-3058-5p with sequence UCAGCCACGGCUUACCUGGAAGA. The protein sequence of the target gene is MQEQEIGFISKYNEGLCVNTDPVSILTSILDMSLHRQMGSDRDLQSSASSVSLPSVKKAPKKRRISIGSLFRRKKDNKRKSRELNGGVDGIASIESIHSEMCTDKNSIFSTNTSSDNGLTSISKQIGDFIECPLCLLRHSKDRFPDIMTCHHRSCVDCLRQYLRIEISESRVNISCPECTERFNPHDIRLILSDDVLMEKYEEFMLRRWLVADPDCRWCPAPDCGYAVIAFGCASCPKLTCGREGCGTEFCYHCKQIWHPNQTCDAARQERAQSLRLRTIRSSSISYSQESGAAADDIKP.... Result: 0 (no interaction). (7) The miRNA is cel-miR-357-3p with sequence AAAUGCCAGUCGUUGCAGGAGU. The protein sequence of the target gene is MLSRTVSSLSRVAPQTLGAVNAASSRQYSITAPRPPTELNQKLKVTIIPGDGVGPELIYTVQDIVKQTGIPIEFEEIFLSEVHYTRSSSIENAVESIGRNNNVALKGAIEESAVLHTEGELQGLNMRLRRSLDLFANVVHIKTLDGIKTRHGKQLDFVIVREQTEGEYSSLEHELVPGVIECLKISTRTKAERIAKFAFDYATKTGRKKVTAVHKANIMKLGDGLFLRTCEGVAKQYPKIQFESMIIDNTCMQLVSKPEQFDVMVMPNLYGNIIDNLAAGLVGGAGVVPGQSVGRDFVIF.... Result: 1 (interaction). (8) The miRNA is hsa-miR-4670-5p with sequence AAGCGACCAUGAUGUAACUUCA. The protein sequence of the target gene is MAVARLAAVAAWVPCRSWGWAAVPFGPHRGLSVLLARIPQRAPRWLPACRQKTSLSFLNRPDLPNLAYKKLKGKSPGIIFIPGYLSYMNGTKALAIEEFCKSLGHACIRFDYSGVGSSDGNSEESTLGKWRKDVLSIIDDLADGPQILVGSSLGGWLMLHAAIARPEKVVALIGVATAADTLVTKFNQLPVELKKEVEMKGVWSMPSKYSEEGVYNVQYSFIKEAEHHCLLHSPIPVNCPIRLLHGMKDDIVPWHTSMQVADRVLSTDVDVILRKHSDHRMREKADIQLLVYTIDDLIDK.... Result: 0 (no interaction). (9) The miRNA is mmu-miR-324-5p with sequence CGCAUCCCCUAGGGCAUUGGUGU. The protein sequence of the target gene is MASRVTDAIVWYQKKIGAYDQQIWEKSVEQREIKGLRNKPKKTAHVKPDLIDVDLVRGSAFAKAKPESPWTSLTRKGIVRVVFFPFFSRWWLQVTSRVIFSWLLVLYLLQVAAIVLFCSAPSPHSIPLTEVIGPIWLMLLLGTVHCQIVSTRTPKPPLGTGGKRRRKLRKAAHLEVHREGDGSSTTDNTQEGAVQSYGAGAPYSVGTVFRDLWLAAFFLSGSKKAKNSIDKSTETDNGYVSLDGKRTVKSSEDGAQYHELQCETVGPEDAAWATRTPRSVPAKDTQRKITNVSDEVSSEE.... Result: 0 (no interaction).